This data is from Forward reaction prediction with 1.9M reactions from USPTO patents (1976-2016). The task is: Predict the product of the given reaction. (1) Given the reactants [Cl:1][C:2]1[CH:10]=[C:9]2[C:5]([CH2:6][N:7]([C:12]3[C:13]([CH3:39])=[C:14]([C:18]4[C:30]5[C:29]6[CH:28]=[CH:27][C:26]([O:31][CH2:32][CH2:33][O:34][CH3:35])=[CH:25][C:24]=6[NH:23][C:22]=5[C:21]([C:36](O)=[O:37])=[N:20][N:19]=4)[CH:15]=[CH:16][CH:17]=3)[C:8]2=[O:11])=[CH:4][CH:3]=1.[Cl-].[NH4+].CC[N:44](C(C)C)C(C)C.CN1CCOCC1.F[P-](F)(F)(F)(F)F.N1(O[P+](N(C)C)(N(C)C)N(C)C)C2C=CC=CC=2N=N1, predict the reaction product. The product is: [Cl:1][C:2]1[CH:10]=[C:9]2[C:5]([CH2:6][N:7]([C:12]3[C:13]([CH3:39])=[C:14]([C:18]4[C:30]5[C:29]6[CH:28]=[CH:27][C:26]([O:31][CH2:32][CH2:33][O:34][CH3:35])=[CH:25][C:24]=6[NH:23][C:22]=5[C:21]([C:36]([NH2:44])=[O:37])=[N:20][N:19]=4)[CH:15]=[CH:16][CH:17]=3)[C:8]2=[O:11])=[CH:4][CH:3]=1. (2) Given the reactants N[C:2]1[CH:6]=[C:5]([CH:7]2[CH2:12][CH2:11][N:10]([C:13]([O:15][C:16]([CH3:19])([CH3:18])[CH3:17])=[O:14])[CH2:9][CH2:8]2)[NH:4][N:3]=1.O.C1(C)C=CC(S(O)(=O)=O)=CC=1.N([O-])=O.[Na+].[I-:36].[Na+], predict the reaction product. The product is: [I:36][C:2]1[CH:6]=[C:5]([CH:7]2[CH2:12][CH2:11][N:10]([C:13]([O:15][C:16]([CH3:19])([CH3:18])[CH3:17])=[O:14])[CH2:9][CH2:8]2)[NH:4][N:3]=1.